This data is from NCI-60 drug combinations with 297,098 pairs across 59 cell lines. The task is: Regression. Given two drug SMILES strings and cell line genomic features, predict the synergy score measuring deviation from expected non-interaction effect. Drug 1: C1=C(C(=O)NC(=O)N1)N(CCCl)CCCl. Drug 2: C1=CC(=CC=C1C#N)C(C2=CC=C(C=C2)C#N)N3C=NC=N3. Cell line: NCI-H460. Synergy scores: CSS=22.5, Synergy_ZIP=0.425, Synergy_Bliss=2.42, Synergy_Loewe=-7.54, Synergy_HSA=-0.954.